Dataset: Catalyst prediction with 721,799 reactions and 888 catalyst types from USPTO. Task: Predict which catalyst facilitates the given reaction. (1) Reactant: [CH3:1][C:2]1[C:6]2[CH:7]=[C:8]([C:11]([F:14])([F:13])[F:12])[CH:9]=[CH:10][C:5]=2[S:4][C:3]=1[CH:15]([CH2:19][CH2:20][CH2:21][CH3:22])[CH2:16][CH2:17]O.C1(P(C2C=CC=CC=2)C2C=CC=CC=2)C=CC=CC=1.C(Br)(Br)(Br)[Br:43]. Product: [Br:43][CH2:17][CH2:16][CH:15]([C:3]1[S:4][C:5]2[CH:10]=[CH:9][C:8]([C:11]([F:14])([F:13])[F:12])=[CH:7][C:6]=2[C:2]=1[CH3:1])[CH2:19][CH2:20][CH2:21][CH3:22]. The catalyst class is: 2. (2) Reactant: [O:1]=[C:2]1[N:10]([C:11]2[CH:12]=[C:13]3[C:17](=[CH:18][CH:19]=2)[N:16]([C:20]([O:22][C:23]([CH3:26])([CH3:25])[CH3:24])=[O:21])[CH2:15][CH2:14]3)[C:5]2=[N:6][CH:7]=[CH:8][CH:9]=[C:4]2[NH:3]1.[CH2:27](I)[CH3:28].C(=O)([O-])[O-].[Cs+].[Cs+].O. Product: [CH2:27]([N:3]1[C:4]2[C:5](=[N:6][CH:7]=[CH:8][CH:9]=2)[N:10]([C:11]2[CH:12]=[C:13]3[C:17](=[CH:18][CH:19]=2)[N:16]([C:20]([O:22][C:23]([CH3:26])([CH3:25])[CH3:24])=[O:21])[CH2:15][CH2:14]3)[C:2]1=[O:1])[CH3:28]. The catalyst class is: 3. (3) Reactant: [CH3:1][O:2][C:3]1[CH:12]=[C:11]([O:13][CH3:14])[CH:10]=[C:9]2[C:4]=1[C:5](=[O:28])[NH:6][C:7]([C:15]1[CH:25]=[C:24]([CH3:26])[C:18]([O:19][CH2:20][C:21](O)=[O:22])=[C:17]([CH3:27])[CH:16]=1)=[N:8]2.Cl.C(N=C=NCCCN(C)C)C.O.ON1C2C=CC=CC=2N=N1.CN1CCOCC1.[CH3:59][O:60][C:61]1[CH:66]=[CH:65][C:64]([NH2:67])=[CH:63][CH:62]=1. Product: [CH3:1][O:2][C:3]1[CH:12]=[C:11]([O:13][CH3:14])[CH:10]=[C:9]2[C:4]=1[C:5](=[O:28])[NH:6][C:7]([C:15]1[CH:25]=[C:24]([CH3:26])[C:18]([O:19][CH2:20][C:21]([NH:67][C:64]3[CH:65]=[CH:66][C:61]([O:60][CH3:59])=[CH:62][CH:63]=3)=[O:22])=[C:17]([CH3:27])[CH:16]=1)=[N:8]2. The catalyst class is: 3.